This data is from Full USPTO retrosynthesis dataset with 1.9M reactions from patents (1976-2016). The task is: Predict the reactants needed to synthesize the given product. The reactants are: [O:1]1[CH2:3][CH:2]1[C:4]1[CH:9]=[CH:8][C:7]([C:10]2[N:14]=[C:13]([C:15]3[C:19]([CH2:20][CH2:21][CH3:22])=[C:18]([C:23]4[CH:28]=[CH:27][CH:26]=[CH:25][CH:24]=4)[O:17][N:16]=3)[O:12][N:11]=2)=[CH:6][CH:5]=1.[Br:29][Si](CC)(CC)CC. Given the product [Br:29][CH2:3][CH:2]([C:4]1[CH:9]=[CH:8][C:7]([C:10]2[N:14]=[C:13]([C:15]3[C:19]([CH2:20][CH2:21][CH3:22])=[C:18]([C:23]4[CH:28]=[CH:27][CH:26]=[CH:25][CH:24]=4)[O:17][N:16]=3)[O:12][N:11]=2)=[CH:6][CH:5]=1)[OH:1], predict the reactants needed to synthesize it.